This data is from Experimentally validated miRNA-target interactions with 360,000+ pairs, plus equal number of negative samples. The task is: Binary Classification. Given a miRNA mature sequence and a target amino acid sequence, predict their likelihood of interaction. (1) The miRNA is hsa-miR-8088 with sequence CCUCGGUACUGGAAAGGGGUA. The protein sequence of the target gene is MDDDDFGGFEAAETFDGEQGGNQAVSPAVPWATFPAVSGVRLSPASPELILDHDHSSPSTGHLPPDAVISSADDTHADSSLMSQTISKAQIQQSAHTHLNIPLFPLGLTDEPSHGALALEDEPEGPGVHVSNSQLRQKISSLETKLKASEEEKQRIKKDVESLMEKHSVLEKGFLKEKEQDAVSFQARYRELQEKHKQELEDMRKAGHEALSIIVDEYKALLQSSVKQQLDAIEKQYVSAIEKQAHRCEELLHAQHQRLLDVLDTEKELLREKIQEALTQQSQEQKESLEKCLQEEMQRN.... Result: 0 (no interaction). (2) The miRNA is mmu-miR-499-3p with sequence GAACAUCACAGCAAGUCUGUGCU. The protein sequence of the target gene is MDSYVIQTNVNDSLPSVLDVRVNIGGRSSVQGRAKGRKARWNVRPSDMSNKTFNPIRAIVDNMKVKPNPNKTVISLSIGDPTVFGNLPTDPEVTQAMKDALDSGKYNGYAPSIGYLSSREEVASYYHCPEAPLEAKDVILTSGCSQAIELCLAVLANPGQNILIPRPGFSLYRTLAESMGIEVKLYNLLPEKSWEIDLKQLESLIDEKTACLVVNNPSNPCGSVFSKRHLQKILAVAERQCVPILADEIYGDMVFSDCKYEPMATLSTNVPILSCGGLAKRWLVPGWRLGWILIHDRRDI.... Result: 0 (no interaction). (3) The miRNA is hsa-miR-1908-5p with sequence CGGCGGGGACGGCGAUUGGUC. The protein sequence of the target gene is MAPVLPLVLPLQPRIRLAQGLWLLSWLLALAGGVILLCSGHLLVQLRHLGTFLAPSCQFPVLPQAALAAGAVALGTGLVGVGASRASLNAALYPPWRGVLGPLLVAGTAGGGGLLVVGLGLALALPGSLDEALEEGLVTALAHYKDTEVPGHCQAKRLVDELQLRYHCCGRHGYKDWFGVQWVSSRYLDPGDRDVADRIQSNVEGLYLTDGVPFSCCNPHSPRPCLQNRLSDSYAHPLFDPRQPNQNLWAQGCHEVLLEHLQDLAGTLGSMLAVTFLLQALVLLGLRYLQTALEGLGGVI.... Result: 0 (no interaction).